Dataset: Forward reaction prediction with 1.9M reactions from USPTO patents (1976-2016). Task: Predict the product of the given reaction. (1) Given the reactants [F:1][C:2]1[CH:23]=[C:22]([F:24])[CH:21]=[CH:20][C:3]=1[O:4][C:5]1[C:6]([C:18]#[N:19])=[N:7][CH:8]=[C:9]([S:11][C:12]2[CH:17]=[CH:16][CH:15]=[CH:14][N:13]=2)[CH:10]=1.[OH2:25].[OH-].[Na+], predict the reaction product. The product is: [F:1][C:2]1[CH:23]=[C:22]([F:24])[CH:21]=[CH:20][C:3]=1[O:4][C:5]1[C:6]([C:18]([NH2:19])=[O:25])=[N:7][CH:8]=[C:9]([S:11][C:12]2[CH:17]=[CH:16][CH:15]=[CH:14][N:13]=2)[CH:10]=1. (2) Given the reactants [NH2:1][C:2]1[N:7]=[C:6]([C:8]2[CH2:13][CH2:12][N:11]([C:14]([O:16][C:17]([CH3:20])([CH3:19])[CH3:18])=[O:15])[CH2:10][CH:9]=2)[CH:5]=[CH:4][C:3]=1[N+:21]([O-])=O.CCOC(C)=O, predict the reaction product. The product is: [NH2:21][C:3]1[CH:4]=[CH:5][C:6]([CH:8]2[CH2:13][CH2:12][N:11]([C:14]([O:16][C:17]([CH3:20])([CH3:19])[CH3:18])=[O:15])[CH2:10][CH2:9]2)=[N:7][C:2]=1[NH2:1]. (3) The product is: [Cl:1][C:2]1[CH:3]=[CH:4][C:5]([O:6][C:7](=[O:8])[N:9]([CH2:11][C@H:12]2[CH2:13][CH2:14][C@H:15]([C:18](=[O:20])[N:30]([CH2:31][CH2:32][CH2:33][OH:34])[CH3:29])[CH2:16][CH2:17]2)[CH3:10])=[CH:21][CH:22]=1. Given the reactants [Cl:1][C:2]1[CH:22]=[CH:21][C:5]([O:6][C:7]([N:9]([CH2:11][C@H:12]2[CH2:17][CH2:16][C@H:15]([C:18]([OH:20])=O)[CH2:14][CH2:13]2)[CH3:10])=[O:8])=[CH:4][CH:3]=1.C(Cl)(=O)C(Cl)=O.[CH3:29][NH:30][CH2:31][CH2:32][CH2:33][OH:34], predict the reaction product. (4) Given the reactants [C:1]([C:4]1[C:5](=[O:24])[NH:6][C:7]([C:17]2[CH:22]=[CH:21][CH:20]=[CH:19][C:18]=2[Cl:23])=[C:8]([C:10]2[CH:15]=[CH:14][C:13]([Cl:16])=[CH:12][CH:11]=2)[CH:9]=1)(=[O:3])[CH3:2].[F:25][C:26]1[CH:27]=[C:28]([CH:31]=[CH:32][CH:33]=1)[CH:29]=[O:30].C[O-].[Na+], predict the reaction product. The product is: [Cl:23][C:18]1[CH:19]=[CH:20][CH:21]=[CH:22][C:17]=1[C:7]1[C:8]([C:10]2[CH:15]=[CH:14][C:13]([Cl:16])=[CH:12][CH:11]=2)=[CH:9][CH:4]([C:1](=[O:3])[CH2:2][CH:29]([C:28]2[CH:31]=[CH:32][CH:33]=[C:26]([F:25])[CH:27]=2)[OH:30])[C:5](=[O:24])[N:6]=1. (5) Given the reactants [I:1][C:2]1[CH:12]=[N:11][C:5]2[NH:6][CH2:7][C:8](=[O:10])[NH:9][C:4]=2[CH:3]=1.[Cl:13][C:14]1[C:21]([F:22])=[CH:20][CH:19]=[C:18]([F:23])[C:15]=1[CH2:16]Br, predict the reaction product. The product is: [Cl:13][C:14]1[C:21]([F:22])=[CH:20][CH:19]=[C:18]([F:23])[C:15]=1[CH2:16][N:9]1[C:8](=[O:10])[CH2:7][NH:6][C:5]2[N:11]=[CH:12][C:2]([I:1])=[CH:3][C:4]1=2. (6) Given the reactants [Cl:1][C:2]1[C:3]([C:23]2[CH:28]=[C:27]([Cl:29])[CH:26]=[CH:25][C:24]=2[C:30]#[N:31])=[CH:4][C:5](=[O:22])[N:6]([CH:8]([CH2:16][C:17]2[N:18]=[CH:19][O:20][CH:21]=2)[C:9]([O:11]C(C)(C)C)=[O:10])[CH:7]=1.C(O)(C(F)(F)F)=O, predict the reaction product. The product is: [Cl:1][C:2]1[C:3]([C:23]2[CH:28]=[C:27]([Cl:29])[CH:26]=[CH:25][C:24]=2[C:30]#[N:31])=[CH:4][C:5](=[O:22])[N:6]([CH:8]([CH2:16][C:17]2[N:18]=[CH:19][O:20][CH:21]=2)[C:9]([OH:11])=[O:10])[CH:7]=1. (7) Given the reactants [CH2:1]([C:11]1[S:15][C:14]([C:16]2[S:17][CH:18]=[CH:19][CH:20]=2)=[CH:13][CH:12]=1)[CH2:2][CH2:3][CH2:4][CH2:5][CH2:6][CH2:7][CH2:8][CH2:9][CH3:10].C([Li])CCC.CN([CH:29]=[O:30])C.[Cl-].[NH4+], predict the reaction product. The product is: [CH2:1]([C:11]1[S:15][C:14]([C:16]2[S:17][C:18]([CH:29]=[O:30])=[CH:19][CH:20]=2)=[CH:13][CH:12]=1)[CH2:2][CH2:3][CH2:4][CH2:5][CH2:6][CH2:7][CH2:8][CH2:9][CH3:10]. (8) Given the reactants [CH:1]1([C:11]([OH:13])=O)[C:10]2[C:5](=[CH:6][CH:7]=[CH:8][CH:9]=2)[CH2:4][CH2:3][CH2:2]1.[CH2:14]([C:16]1[CH:21]=[CH:20][C:19]([NH:22][CH2:23][CH2:24][N:25]2[CH2:30][CH2:29][CH2:28][CH2:27][CH2:26]2)=[CH:18][CH:17]=1)[CH3:15], predict the reaction product. The product is: [CH2:14]([C:16]1[CH:17]=[CH:18][C:19]([N:22]([CH2:23][CH2:24][N:25]2[CH2:30][CH2:29][CH2:28][CH2:27][CH2:26]2)[C:11]([CH:1]2[C:10]3[C:5](=[CH:6][CH:7]=[CH:8][CH:9]=3)[CH2:4][CH2:3][CH2:2]2)=[O:13])=[CH:20][CH:21]=1)[CH3:15]. (9) Given the reactants [CH3:1][C:2]1[N:3]=[C:4]([C:9]2[CH:14]=[CH:13][C:12]([C:15]([F:18])([F:17])[F:16])=[CH:11][CH:10]=2)[O:5][C:6]=1[CH:7]=[O:8].[CH3:19][Mg]Br.[Cl-].[NH4+], predict the reaction product. The product is: [CH3:1][C:2]1[N:3]=[C:4]([C:9]2[CH:10]=[CH:11][C:12]([C:15]([F:18])([F:16])[F:17])=[CH:13][CH:14]=2)[O:5][C:6]=1[CH:7]([OH:8])[CH3:19].